This data is from hERG Central: cardiac toxicity at 1µM, 10µM, and general inhibition. The task is: Predict hERG channel inhibition at various concentrations. (1) The compound is CCOc1ccc(NC(=S)NCc2nc3ccccc3[nH]2)cc1. Results: hERG_inhib (hERG inhibition (general)): blocker. (2) The molecule is C/C(Cn1nc([N+](=O)[O-])cc1C)=N\NC(=O)COc1c(Cl)cc(Cl)cc1Cl. Results: hERG_inhib (hERG inhibition (general)): blocker. (3) The compound is Cn1cnnc1Sc1cc(N2CCN(S(=O)(=O)c3ccccc3)CC2)ccc1[N+](=O)[O-]. Results: hERG_inhib (hERG inhibition (general)): blocker. (4) The drug is O=C(N/N=C/c1ccc(Br)o1)/C(=C/c1ccc([N+](=O)[O-])cc1)NC(=O)c1ccccc1. Results: hERG_inhib (hERG inhibition (general)): blocker. (5) The drug is CCCCCCCN1C(Nc2ccccc2)=NC[C@@H]1CC(C)C. Results: hERG_inhib (hERG inhibition (general)): blocker. (6) The compound is CCOc1ccc(C(=O)Nc2ccc(N3CCN(C)CC3)cc2)cc1. Results: hERG_inhib (hERG inhibition (general)): blocker. (7) The drug is CCNc1nc(NCC)nc(SCCOC(=O)Nc2ccccc2)n1. Results: hERG_inhib (hERG inhibition (general)): blocker.